From a dataset of Forward reaction prediction with 1.9M reactions from USPTO patents (1976-2016). Predict the product of the given reaction. (1) Given the reactants I.[CH3:2][S:3][C:4]1[NH:8][C@H:7]2[CH2:9][CH2:10][CH2:11][CH2:12][C@H:6]2[N:5]=1.C(N(CC)CC)C.[C:20]([O:24][C:25](O[C:25]([O:24][C:20]([CH3:23])([CH3:22])[CH3:21])=[O:26])=[O:26])([CH3:23])([CH3:22])[CH3:21], predict the reaction product. The product is: [CH3:2][S:3][C:4]1[N:8]([C:25]([O:24][C:20]([CH3:23])([CH3:22])[CH3:21])=[O:26])[C@H:7]2[CH2:9][CH2:10][CH2:11][CH2:12][C@H:6]2[N:5]=1. (2) Given the reactants Cl.[NH2:2][CH:3]1[CH2:8][CH2:7][N:6]([C:9](=O)[C:10]([F:19])([F:18])[C:11]2[CH:12]=[N:13][C:14]([CH3:17])=[CH:15][CH:16]=2)[CH2:5][CH2:4]1.B, predict the reaction product. The product is: [F:19][C:10]([F:18])([C:11]1[CH:12]=[N:13][C:14]([CH3:17])=[CH:15][CH:16]=1)[CH2:9][N:6]1[CH2:5][CH2:4][CH:3]([NH2:2])[CH2:8][CH2:7]1. (3) Given the reactants C(O)(=[O:3])C.C([O:7][C:8](=[O:34])[C:9]([NH:24][C:25]1[CH:30]=[CH:29][C:28]([C:31](=[NH:33])[NH2:32])=[CH:27][CH:26]=1)([C:14]1[CH:19]=[C:18]([CH3:20])[C:17]([O:21][CH3:22])=[C:16]([CH3:23])[CH:15]=1)[C:10]([F:13])([F:12])[F:11])C.[OH-:35].[Na+], predict the reaction product. The product is: [F:11][C:10]([F:13])([F:12])[C:9]([OH:3])=[O:35].[C:31]([C:28]1[CH:27]=[CH:26][C:25]([NH:24][C:9]([C:14]2[CH:15]=[C:16]([CH3:23])[C:17]([O:21][CH3:22])=[C:18]([CH3:20])[CH:19]=2)([C:10]([F:11])([F:12])[F:13])[C:8]([OH:34])=[O:7])=[CH:30][CH:29]=1)(=[NH:32])[NH2:33]. (4) Given the reactants [NH:1]1[C:5]2[CH:6]=[CH:7][CH:8]=[CH:9][C:4]=2[NH:3][C:2]1=[S:10].C(=O)([O-])[O-].[K+].[K+].Br[CH2:18][C:19]([O:21][CH2:22][CH3:23])=[O:20], predict the reaction product. The product is: [NH:1]1[C:5]2[CH:6]=[CH:7][CH:8]=[CH:9][C:4]=2[N:3]=[C:2]1[S:10][CH2:18][C:19]([O:21][CH2:22][CH3:23])=[O:20]. (5) Given the reactants [Cl:1][C:2]1[C:3]([N:8]2[CH2:13][CH2:12][N:11]([C:14]3[S:15][CH2:16][C:17](=[O:19])[N:18]=3)[CH2:10][CH2:9]2)=[N:4][CH:5]=[CH:6][CH:7]=1.[CH:20]1[C:29]2[C:24](=[CH:25][CH:26]=[CH:27][CH:28]=2)[CH:23]=[CH:22][C:21]=1[CH:30]=O.C(N(CC)CC)C, predict the reaction product. The product is: [Cl:1][C:2]1[C:3]([N:8]2[CH2:13][CH2:12][N:11]([C:14]3[S:15][C:16](=[CH:30][C:21]4[CH:22]=[CH:23][C:24]5[C:29](=[CH:28][CH:27]=[CH:26][CH:25]=5)[CH:20]=4)[C:17](=[O:19])[N:18]=3)[CH2:10][CH2:9]2)=[N:4][CH:5]=[CH:6][CH:7]=1. (6) Given the reactants [F:1][C:2]1([F:15])[CH2:6][CH2:5][CH:4]([NH:7]C(=O)OC(C)(C)C)[CH2:3]1.C(Cl)Cl.[C:19]([OH:25])([C:21]([F:24])([F:23])[F:22])=[O:20], predict the reaction product. The product is: [F:1][C:2]1([F:15])[CH2:6][CH2:5][CH:4]([NH2:7])[CH2:3]1.[C:19]([OH:25])([C:21]([F:24])([F:23])[F:22])=[O:20]. (7) Given the reactants [F:1][C:2]1[CH:3]=[C:4]([CH:8]=[C:9]([O:11][C:12]2[CH:17]=[CH:16][CH:15]=[CH:14][CH:13]=2)[CH:10]=1)[C:5](O)=[O:6], predict the reaction product. The product is: [F:1][C:2]1[CH:3]=[C:4]([CH2:5][OH:6])[CH:8]=[C:9]([O:11][C:12]2[CH:17]=[CH:16][CH:15]=[CH:14][CH:13]=2)[CH:10]=1.